Dataset: Catalyst prediction with 721,799 reactions and 888 catalyst types from USPTO. Task: Predict which catalyst facilitates the given reaction. (1) Reactant: [CH3:1][C:2]1[C:7]([C:8]2[CH:9]=[C:10]3[C:15](=[CH:16][CH:17]=2)[N:14]([CH3:18])[C:13](=[O:19])[CH2:12][CH2:11]3)=[CH:6][N:5]=[CH:4][C:3]=1[CH2:20][NH:21][S@@](C(C)(C)C)=O.[ClH:28]. Product: [ClH:28].[NH2:21][CH2:20][C:3]1[C:2]([CH3:1])=[C:7]([C:8]2[CH:9]=[C:10]3[C:15](=[CH:16][CH:17]=2)[N:14]([CH3:18])[C:13](=[O:19])[CH2:12][CH2:11]3)[CH:6]=[N:5][CH:4]=1. The catalyst class is: 5. (2) Reactant: [Cl:1][C:2]1[CH:20]=[CH:19][C:5]([CH2:6][N:7]2[C:12]([CH3:14])([CH3:13])[CH2:11][C:10](=[N:15]O)[CH2:9][C:8]2([CH3:18])[CH3:17])=[CH:4][CH:3]=1.[H-].[H-].[H-].[H-].[Li+].[Al+3].C1COCC1. Product: [Cl:1][C:2]1[CH:3]=[CH:4][C:5]([CH2:6][N:7]2[C:12]([CH3:13])([CH3:14])[CH2:11][CH:10]([NH2:15])[CH2:9][C:8]2([CH3:18])[CH3:17])=[CH:19][CH:20]=1. The catalyst class is: 625. (3) Reactant: [ClH:1].[N+:2]([C:5]1[CH:10]=[CH:9][C:8]([NH:11][CH:12]2[CH2:17][CH2:16][N:15](C(OC(C)(C)C)=O)[CH2:14][CH2:13]2)=[CH:7][CH:6]=1)([O-:4])=[O:3]. Product: [ClH:1].[N+:2]([C:5]1[CH:10]=[CH:9][C:8]([NH:11][CH:12]2[CH2:17][CH2:16][NH:15][CH2:14][CH2:13]2)=[CH:7][CH:6]=1)([O-:4])=[O:3]. The catalyst class is: 5. (4) Reactant: Cl[C:2]1[N:7]=[CH:6][C:5]2[O:8][C:9]3[C:14]([C@:15]4([N:20]=[C:19]([NH2:21])[CH2:18][O:17][CH2:16]4)[C:4]=2[CH:3]=1)=[CH:13][C:12]([C:22]1[C:23]([F:28])=[N:24][CH:25]=[CH:26][CH:27]=1)=[CH:11][CH:10]=3.[O:29]1[CH2:34][CH:33]=[C:32](B(O)O)[CH2:31][CH2:30]1.P([O-])([O-])([O-])=O.[K+].[K+].[K+].O1CCOCC1. Product: [O:29]1[CH2:30][CH:31]=[C:32]([C:2]2[N:7]=[CH:6][C:5]3[O:8][C:9]4[C:14]([C@:15]5([N:20]=[C:19]([NH2:21])[CH2:18][O:17][CH2:16]5)[C:4]=3[CH:3]=2)=[CH:13][C:12]([C:22]2[C:23]([F:28])=[N:24][CH:25]=[CH:26][CH:27]=2)=[CH:11][CH:10]=4)[CH2:33][CH2:34]1. The catalyst class is: 6. (5) Reactant: C(OC([NH:8][C@@H:9]([C:46]([CH3:49])([CH3:48])[CH3:47])[C:10]([N:12]1[C@H:21]([C:22]([N:24]([CH2:35][C:36]2[CH:45]=[CH:44][C:39]([C:40]([O:42][CH3:43])=[O:41])=[CH:38][CH:37]=2)[C@@H:25]([C:27]2[CH:32]=[CH:31][CH:30]=[C:29]([F:33])[C:28]=2[F:34])[CH3:26])=[O:23])[CH2:20][C:19]2[C:14](=[CH:15][CH:16]=[CH:17][CH:18]=2)[CH2:13]1)=[O:11])=O)(C)(C)C.C(O)(C(F)(F)F)=O. Product: [NH2:8][C@@H:9]([C:46]([CH3:47])([CH3:49])[CH3:48])[C:10]([N:12]1[C@H:21]([C:22]([N:24]([CH2:35][C:36]2[CH:45]=[CH:44][C:39]([C:40]([O:42][CH3:43])=[O:41])=[CH:38][CH:37]=2)[C@@H:25]([C:27]2[CH:32]=[CH:31][CH:30]=[C:29]([F:33])[C:28]=2[F:34])[CH3:26])=[O:23])[CH2:20][C:19]2[C:14](=[CH:15][CH:16]=[CH:17][CH:18]=2)[CH2:13]1)=[O:11]. The catalyst class is: 2. (6) Reactant: [N:1]12[CH2:8][CH2:7][CH:4]([CH2:5][CH2:6]1)[C@@H:3]([O:9][C:10]([NH:12][C:13]1[CH:18]=[C:17]([CH2:19][CH2:20][CH2:21][C:22](O)=[O:23])[CH:16]=[CH:15][C:14]=1[C:25]1[CH:30]=[CH:29][CH:28]=[CH:27][CH:26]=1)=[O:11])[CH2:2]2.C(Cl)(=O)C(Cl)=O.[NH2:37][C:38]1[CH:45]=[CH:44][C:41]([CH:42]=[O:43])=[CH:40][CH:39]=1.C(N(CC)CC)C. Product: [N:1]12[CH2:6][CH2:5][CH:4]([CH2:7][CH2:8]1)[C@@H:3]([O:9][C:10](=[O:11])[NH:12][C:13]1[CH:18]=[C:17]([CH2:19][CH2:20][CH2:21][C:22]([NH:37][C:38]3[CH:45]=[CH:44][C:41]([CH:42]=[O:43])=[CH:40][CH:39]=3)=[O:23])[CH:16]=[CH:15][C:14]=1[C:25]1[CH:26]=[CH:27][CH:28]=[CH:29][CH:30]=1)[CH2:2]2. The catalyst class is: 120.